Predict the reactants needed to synthesize the given product. From a dataset of Full USPTO retrosynthesis dataset with 1.9M reactions from patents (1976-2016). (1) Given the product [Cl:1][C:2]1[CH:3]=[C:4]([C:20]2([C:22]([F:25])([F:24])[F:23])[O:32][N:33]=[C:34]([C:35]3[CH:46]=[CH:45][C:38]4[B:39]([OH:44])[O:40][C:41]([CH3:43])([CH3:42])[C:37]=4[CH:36]=3)[CH2:21]2)[CH:5]=[C:6]([F:9])[C:7]=1[Cl:8], predict the reactants needed to synthesize it. The reactants are: [Cl:1][C:2]1[CH:3]=[C:4](B2OC(C)(C)C(C)(C)O2)[CH:5]=[C:6]([F:9])[C:7]=1[Cl:8].Br[C:20]([C:22]([F:25])([F:24])[F:23])=[CH2:21].C([O-])([O-])=O.[Cs+].[Cs+].[OH:32][N:33]=[C:34](Cl)[C:35]1[CH:46]=[CH:45][C:38]2[B:39]([OH:44])[O:40][C:41]([CH3:43])([CH3:42])[C:37]=2[CH:36]=1. (2) Given the product [CH3:27][C:8]1[C:7]([NH:6][C@H:3]2[CH2:4][CH2:5][C@H:2]2[NH:1][C:38](=[O:39])[CH3:37])=[N:16][C:15]2[C:10]([N:9]=1)=[CH:11][CH:12]=[CH:13][C:14]=2[C:17]1[NH:25][C:24]2[CH2:23][CH2:22][NH:21][C:20](=[O:26])[C:19]=2[CH:18]=1, predict the reactants needed to synthesize it. The reactants are: [NH2:1][C@H:2]1[CH2:5][CH2:4][C@H:3]1[NH:6][C:7]1[C:8]([CH3:27])=[N:9][C:10]2[C:15]([N:16]=1)=[C:14]([C:17]1[NH:25][C:24]3[CH2:23][CH2:22][NH:21][C:20](=[O:26])[C:19]=3[CH:18]=1)[CH:13]=[CH:12][CH:11]=2.CCN(C(C)C)C(C)C.[CH3:37][C:38](OC(C)=O)=[O:39].